Predict which catalyst facilitates the given reaction. From a dataset of Catalyst prediction with 721,799 reactions and 888 catalyst types from USPTO. (1) Reactant: [N:1]1([C:7]2[N:15]=[C:14]([C:16]3[CH:17]=[C:18]([CH2:22][OH:23])[CH:19]=[CH:20][CH:21]=3)[N:13]=[C:12]3[C:8]=2[N:9]=[CH:10][N:11]3[CH:24]2[CH2:29][CH2:28][NH:27][CH2:26][CH2:25]2)[CH2:6][CH2:5][O:4][CH2:3][CH2:2]1.[BH3-]C#N.[Na+].[N:34]1[CH:39]=[CH:38][C:37]([C:40]2[CH:47]=[CH:46][C:43]([CH:44]=O)=[CH:42][CH:41]=2)=[CH:36][CH:35]=1. Product: [N:1]1([C:7]2[N:15]=[C:14]([C:16]3[CH:17]=[C:18]([CH2:22][OH:23])[CH:19]=[CH:20][CH:21]=3)[N:13]=[C:12]3[C:8]=2[N:9]=[CH:10][N:11]3[CH:24]2[CH2:29][CH2:28][N:27]([CH2:44][C:43]3[CH:42]=[CH:41][C:40]([C:37]4[CH:38]=[CH:39][N:34]=[CH:35][CH:36]=4)=[CH:47][CH:46]=3)[CH2:26][CH2:25]2)[CH2:6][CH2:5][O:4][CH2:3][CH2:2]1. The catalyst class is: 466. (2) Reactant: [F:1][CH:2]([F:13])[C:3]1[CH:8]=[CH:7][CH:6]=[C:5]([N+:9]([O-])=O)[C:4]=1[F:12]. Product: [F:13][CH:2]([F:1])[C:3]1[C:4]([F:12])=[C:5]([CH:6]=[CH:7][CH:8]=1)[NH2:9]. The catalyst class is: 19.